From a dataset of Reaction yield outcomes from USPTO patents with 853,638 reactions. Predict the reaction yield, written as a fraction of the theoretical maximum amount of product (1.0 means a 100% yield; for example, 0.34 means a 34% yield). (1) The reactants are F[C:2]1[C:3]([C:16]#[N:17])=[N:4][CH:5]=[C:6]([CH2:8][C:9]2[CH:14]=[CH:13][C:12]([F:15])=[CH:11][CH:10]=2)[CH:7]=1.[CH:18]1([NH2:21])[CH2:20][CH2:19]1. No catalyst specified. The product is [CH:18]1([NH:21][C:2]2[C:3]([C:16]#[N:17])=[N:4][CH:5]=[C:6]([CH2:8][C:9]3[CH:14]=[CH:13][C:12]([F:15])=[CH:11][CH:10]=3)[CH:7]=2)[CH2:20][CH2:19]1. The yield is 0.660. (2) The reactants are [NH2:1][C:2]1[CH:3]=[C:4]([N:8]([CH2:16][C:17]2[CH:22]=[CH:21][CH:20]=[C:19]([O:23][C:24]([F:29])([F:28])[CH:25]([F:27])[F:26])[CH:18]=2)[CH2:9][CH:10]([OH:15])[C:11]([F:14])([F:13])[F:12])[CH:5]=[CH:6][CH:7]=1.C(O)(=O)C.[CH:34](=O)[CH:35]([CH3:37])[CH3:36].[BH-](OC(C)=O)(OC(C)=O)OC(C)=O.[Na+]. The catalyst is ClC(Cl)C. The product is [CH3:34][CH:35]([CH3:37])[CH2:36][NH:1][C:2]1[CH:3]=[C:4]([N:8]([CH2:16][C:17]2[CH:22]=[CH:21][CH:20]=[C:19]([O:23][C:24]([F:28])([F:29])[CH:25]([F:26])[F:27])[CH:18]=2)[CH2:9][CH:10]([OH:15])[C:11]([F:14])([F:13])[F:12])[CH:5]=[CH:6][CH:7]=1. The yield is 0.290.